This data is from Forward reaction prediction with 1.9M reactions from USPTO patents (1976-2016). The task is: Predict the product of the given reaction. (1) The product is: [CH2:1]([N:8]1[C:16]2[C:11](=[CH:12][CH:13]=[C:14]([O:17][CH:34]3[CH2:35][CH2:36][CH2:37][O:33]3)[CH:15]=2)[C:10]([C:18]([NH:20][CH2:21][C:22]2[CH:27]=[CH:26][C:25]([F:28])=[C:24]([F:29])[CH:23]=2)=[O:19])=[C:9]1[CH:30]([CH3:32])[CH3:31])[C:2]1[CH:7]=[CH:6][CH:5]=[CH:4][CH:3]=1. Given the reactants [CH2:1]([N:8]1[C:16]2[C:11](=[CH:12][CH:13]=[C:14]([OH:17])[CH:15]=2)[C:10]([C:18]([NH:20][CH2:21][C:22]2[CH:27]=[CH:26][C:25]([F:28])=[C:24]([F:29])[CH:23]=2)=[O:19])=[C:9]1[CH:30]([CH3:32])[CH3:31])[C:2]1[CH:7]=[CH:6][CH:5]=[CH:4][CH:3]=1.[O:33]1[CH:37]=[CH:36][CH2:35][CH2:34]1.CC1C=CC(S([O-])(=O)=O)=CC=1.C1C=C[NH+]=CC=1, predict the reaction product. (2) Given the reactants [CH:1]1([C@@H:7]([NH:9][C:10]([C:12]2[C:21]3[C:16](=[CH:17][C:18]([Cl:22])=[CH:19][CH:20]=3)[N:15]=[C:14]([C:23]3[CH:28]=[CH:27][CH:26]=[CH:25][CH:24]=3)[C:13]=2[CH3:29])=[O:11])[CH3:8])[CH2:6][CH2:5][CH2:4][CH2:3][CH2:2]1.[Br:30]N1C(=O)CCC1=O.C(OOC(=O)C1C=CC=CC=1)(=O)C1C=CC=CC=1, predict the reaction product. The product is: [CH:1]1([C@@H:7]([NH:9][C:10]([C:12]2[C:21]3[C:16](=[CH:17][C:18]([Cl:22])=[CH:19][CH:20]=3)[N:15]=[C:14]([C:23]3[CH:28]=[CH:27][CH:26]=[CH:25][CH:24]=3)[C:13]=2[CH2:29][Br:30])=[O:11])[CH3:8])[CH2:6][CH2:5][CH2:4][CH2:3][CH2:2]1. (3) The product is: [C:1]([O:5][C:6](=[O:25])[NH:7][C:8]1[CH:13]=[CH:12][C:11]([C:14](=[O:21])[C:15]2[CH:20]=[CH:19][CH:18]=[CH:17][CH:16]=2)=[CH:10][C:9]=1[NH2:22])([CH3:4])([CH3:2])[CH3:3]. Given the reactants [C:1]([O:5][C:6](=[O:25])[NH:7][C:8]1[CH:13]=[CH:12][C:11]([C:14](=[O:21])[C:15]2[CH:20]=[CH:19][CH:18]=[CH:17][CH:16]=2)=[CH:10][C:9]=1[N+:22]([O-])=O)([CH3:4])([CH3:3])[CH3:2], predict the reaction product. (4) The product is: [CH3:1][C:2]1[CH:10]=[C:9](/[CH:11]=[CH:12]/[C:13]2[C:22]([CH2:23][Br:29])=[CH:21][C:20]3[C:19]([CH3:24])([CH3:25])[C:18](=[O:26])[CH2:17][C:16]([CH3:28])([CH3:27])[C:15]=3[CH:14]=2)[CH:8]=[CH:7][C:3]=1[C:4]([OH:6])=[O:5]. Given the reactants [CH3:1][C:2]1[CH:10]=[C:9](/[CH:11]=[CH:12]/[C:13]2[C:22]([CH3:23])=[CH:21][C:20]3[C:19]([CH3:25])([CH3:24])[C:18](=[O:26])[CH2:17][C:16]([CH3:28])([CH3:27])[C:15]=3[CH:14]=2)[CH:8]=[CH:7][C:3]=1[C:4]([OH:6])=[O:5].[Br:29]N1C(=O)CCC1=O, predict the reaction product. (5) Given the reactants CN(C(ON1N=NC2C=CC=NC1=2)=[N+](C)C)C.F[P-](F)(F)(F)(F)F.[Si]([O:32][CH2:33][CH2:34][C:35]1[C:36]([F:53])=[C:37]([CH:50]=[CH:51][CH:52]=1)[CH2:38][N:39]1[CH2:49][CH2:48][C:42]2([O:47][CH2:46][CH2:45][NH:44][CH2:43]2)[CH2:41][CH2:40]1)(C(C)(C)C)(C)C.[CH2:54]([C:56]1[S:60][CH:59]=[C:58]([C:61](O)=[O:62])[CH:57]=1)[CH3:55].C(N(CC)CC)C, predict the reaction product. The product is: [CH2:54]([C:56]1[S:60][CH:59]=[C:58]([C:61]([N:44]2[CH2:43][C:42]3([CH2:41][CH2:40][N:39]([CH2:38][C:37]4[CH:50]=[CH:51][CH:52]=[C:35]([CH2:34][CH2:33][OH:32])[C:36]=4[F:53])[CH2:49][CH2:48]3)[O:47][CH2:46][CH2:45]2)=[O:62])[CH:57]=1)[CH3:55]. (6) The product is: [N:1]1([CH2:7][CH2:8][CH2:9][NH:10][C:11]([C:13]2[N:14]([CH3:28])[C:15]([C:18]3[S:26][C:25]4[C:20](=[N:21][CH:22]=[CH:23][C:24]=4[NH:39][C:35]4[CH:36]=[C:37]5[C:32](=[CH:33][CH:34]=4)[NH:31][C:30]([CH3:29])=[CH:38]5)[CH:19]=3)=[CH:16][N:17]=2)=[O:12])[CH2:6][CH2:5][O:4][CH2:3][CH2:2]1. Given the reactants [N:1]1([CH2:7][CH2:8][CH2:9][NH:10][C:11]([C:13]2[N:14]([CH3:28])[C:15]([C:18]3[S:26][C:25]4[C:20](=[N:21][CH:22]=[CH:23][C:24]=4Cl)[CH:19]=3)=[CH:16][N:17]=2)=[O:12])[CH2:6][CH2:5][O:4][CH2:3][CH2:2]1.[CH3:29][C:30]1[NH:31][C:32]2[C:37]([CH:38]=1)=[CH:36][C:35]([NH2:39])=[CH:34][CH:33]=2, predict the reaction product.